Dataset: Full USPTO retrosynthesis dataset with 1.9M reactions from patents (1976-2016). Task: Predict the reactants needed to synthesize the given product. (1) Given the product [CH3:1][N:2]1[CH:10]=[C:9]2[C:4]([C:5]([CH2:11][NH2:12])=[CH:6][CH:7]=[CH:8]2)=[N:3]1, predict the reactants needed to synthesize it. The reactants are: [CH3:1][N:2]1[CH:10]=[C:9]2[C:4]([C:5]([C:11]#[N:12])=[CH:6][CH:7]=[CH:8]2)=[N:3]1. (2) Given the product [CH2:1]([O:3][C:4]([C:6]1[C:7]([CH:19]([O:20][CH2:21][CH3:22])[O:23][CH2:24][CH3:25])=[N:8][N:9]2[C:14]([O:15][CH3:16])=[CH:13][CH:12]=[C:11]([CH2:17][O:18][C:26](=[O:28])[CH3:27])[C:10]=12)=[O:5])[CH3:2], predict the reactants needed to synthesize it. The reactants are: [CH2:1]([O:3][C:4]([C:6]1[C:7]([CH:19]([O:23][CH2:24][CH3:25])[O:20][CH2:21][CH3:22])=[N:8][N:9]2[C:14]([O:15][CH3:16])=[CH:13][CH:12]=[C:11]([CH2:17][OH:18])[C:10]=12)=[O:5])[CH3:2].[C:26](OC(=O)C)(=[O:28])[CH3:27]. (3) The reactants are: [Cl:1][C:2]1[N:3]=[C:4]([C:9]([NH:11][C@H:12]2[CH2:17][CH2:16][N:15]([C:18]3[S:19][C:20]([C:25]([O:27][CH2:28][CH3:29])=[O:26])=[C:21]([CH2:23][OH:24])[N:22]=3)[CH2:14][C@H:13]2[O:30][CH3:31])=[O:10])[NH:5][C:6]=1[CH2:7][CH3:8].CC(OI1(OC(C)=O)(OC(C)=O)OC(=O)C2C=CC=CC1=2)=O.C(=O)(O)[O-].[Na+]. Given the product [Cl:1][C:2]1[N:3]=[C:4]([C:9]([NH:11][C@H:12]2[CH2:17][CH2:16][N:15]([C:18]3[S:19][C:20]([C:25]([O:27][CH2:28][CH3:29])=[O:26])=[C:21]([CH:23]=[O:24])[N:22]=3)[CH2:14][C@H:13]2[O:30][CH3:31])=[O:10])[NH:5][C:6]=1[CH2:7][CH3:8], predict the reactants needed to synthesize it. (4) Given the product [I-:28].[CH2:25]([O:24][C:22](=[O:23])[CH2:21][C:4]1([NH:6][S:7]([C:10]2[CH:11]=[CH:12][C:13]([CH2:16][CH2:17][CH2:18][CH2:19][CH3:20])=[CH:14][CH:15]=2)(=[O:9])=[O:8])[CH2:5][N+:2]([CH3:27])([CH3:1])[CH2:3]1)[CH3:26], predict the reactants needed to synthesize it. The reactants are: [CH3:1][N:2]1[CH2:5][C:4]([CH2:21][C:22]([O:24][CH2:25][CH3:26])=[O:23])([NH:6][S:7]([C:10]2[CH:15]=[CH:14][C:13]([CH2:16][CH2:17][CH2:18][CH2:19][CH3:20])=[CH:12][CH:11]=2)(=[O:9])=[O:8])[CH2:3]1.[CH3:27][I:28]. (5) Given the product [Cl:1][C:2]1[N:7]2[CH:8]=[CH:9][N:10]=[C:6]2[C:5]([OH:11])=[N:4][C:3]=1[C:13]1[CH:14]=[CH:15][C:16]([C:17]#[N:18])=[CH:19][CH:20]=1, predict the reactants needed to synthesize it. The reactants are: [Cl:1][C:2]1[N:7]2[CH:8]=[CH:9][N:10]=[C:6]2[C:5]([O:11]C)=[N:4][C:3]=1[C:13]1[CH:20]=[CH:19][C:16]([C:17]#[N:18])=[CH:15][CH:14]=1.[I-].[Na+].Cl[Si](C)(C)C. (6) Given the product [CH:18]1([CH2:21][N:12]2[C:13]([CH3:17])([CH3:16])[C:14](=[O:15])[N:11]2[CH:2]2[CH:3]3[CH2:4][CH:5]4[CH2:6][CH:7]([CH2:8][CH:1]2[CH2:10]4)[CH2:9]3)[CH2:20][CH2:19]1, predict the reactants needed to synthesize it. The reactants are: [CH:1]12[CH2:10][CH:5]3[CH2:6][CH:7]([CH2:9][CH:3]([CH2:4]3)[CH:2]1[N:11]1[C:14](=[O:15])[C:13]([CH3:17])([CH3:16])[NH:12]1)[CH2:8]2.[CH:18]1([CH2:21]Br)[CH2:20][CH2:19]1. (7) The reactants are: [Cl:1][C:2]1[CH:7]=[C:6]([CH2:8]O)[CH:5]=[C:4]([NH:10][CH2:11][C:12]2[CH:17]=[CH:16][C:15]([O:18][CH3:19])=[CH:14][CH:13]=2)[N:3]=1.C(N(CC)CC)C.CS(Cl)(=O)=O.[CH:32]([C:35]1[C:40](=[O:41])[NH:39][C:38](=[O:42])[NH:37][C:36]=1[C:43]([C:45]1[CH:46]=[C:47]([CH:52]=[CH:53][C:54]#[N:55])[CH:48]=[C:49]([CH3:51])[CH:50]=1)=[O:44])([CH3:34])[CH3:33].C(=O)([O-])[O-].[K+].[K+].[I-].[Li+]. Given the product [Cl:1][C:2]1[CH:7]=[C:6]([CH2:8][N:37]2[C:36]([C:43]([C:45]3[CH:46]=[C:47]([CH:52]=[CH:53][C:54]#[N:55])[CH:48]=[C:49]([CH3:51])[CH:50]=3)=[O:44])=[C:35]([CH:32]([CH3:33])[CH3:34])[C:40](=[O:41])[NH:39][C:38]2=[O:42])[CH:5]=[C:4]([NH:10][CH2:11][C:12]2[CH:17]=[CH:16][C:15]([O:18][CH3:19])=[CH:14][CH:13]=2)[N:3]=1, predict the reactants needed to synthesize it.